This data is from Forward reaction prediction with 1.9M reactions from USPTO patents (1976-2016). The task is: Predict the product of the given reaction. (1) Given the reactants Cl.[Cl:2][C:3]1[CH:4]=[C:5]([NH:18][C:19]2[C:28]3[C:23](=[CH:24][CH:25]=[C:26](I)[CH:27]=3)[N:22]=[CH:21][N:20]=2)[CH:6]=[CH:7][C:8]=1[O:9][CH2:10][C:11]1[CH:16]=[CH:15][CH:14]=[C:13]([F:17])[CH:12]=1.C1(P(C2CCCCC2)C2CCCCC2)CCCCC1.C([O-])(=O)C.[K+].[C:54]([O:58][C:59](=[O:67])[NH:60][CH2:61][C:62]1[O:63][CH:64]=[CH:65][CH:66]=1)([CH3:57])([CH3:56])[CH3:55], predict the reaction product. The product is: [C:54]([O:58][C:59](=[O:67])[NH:60][CH2:61][C:62]1[O:63][C:64]([C:26]2[CH:27]=[C:28]3[C:23](=[CH:24][CH:25]=2)[N:22]=[CH:21][N:20]=[C:19]3[NH:18][C:5]2[CH:6]=[CH:7][C:8]([O:9][CH2:10][C:11]3[CH:16]=[CH:15][CH:14]=[C:13]([F:17])[CH:12]=3)=[C:3]([Cl:2])[CH:4]=2)=[CH:65][CH:66]=1)([CH3:57])([CH3:55])[CH3:56]. (2) Given the reactants [N:1]1([CH:17]2[CH2:22][CH2:21][NH:20][CH2:19][CH2:18]2)[CH2:6][CH2:5][CH:4]([N:7]2[CH:11]3[CH2:12][CH2:13][CH2:14][CH2:15][CH:10]3[NH:9][C:8]2=[O:16])[CH2:3][CH2:2]1.C(N(C(C)C)CC)(C)C.[S:32]1[CH:36]=[CH:35][CH:34]=[C:33]1[C:37](Cl)=[O:38], predict the reaction product. The product is: [S:32]1[CH:36]=[CH:35][CH:34]=[C:33]1[C:37]([N:20]1[CH2:21][CH2:22][CH:17]([N:1]2[CH2:2][CH2:3][CH:4]([N:7]3[CH:11]4[CH2:12][CH2:13][CH2:14][CH2:15][CH:10]4[NH:9][C:8]3=[O:16])[CH2:5][CH2:6]2)[CH2:18][CH2:19]1)=[O:38]. (3) Given the reactants [C:1]([NH:4][C:5]1[C:6](=[CH:10][CH:11]=[CH:12][CH:13]=1)[C:7](O)=[O:8])(=[O:3])[CH3:2].C(Cl)(=O)C([Cl:17])=O, predict the reaction product. The product is: [C:1]([NH:4][C:5]1[C:6](=[CH:10][CH:11]=[CH:12][CH:13]=1)[C:7]([Cl:17])=[O:8])(=[O:3])[CH3:2]. (4) Given the reactants [OH:1][CH2:2][CH2:3][CH2:4][NH:5][C:6](=[O:12])[O:7][C:8]([CH3:11])([CH3:10])[CH3:9].N1C=CC=CC=1.[C:19](Cl)(=[O:23])[O:20][CH2:21][CH3:22], predict the reaction product. The product is: [C:19](=[O:23])([O:20][CH2:21][CH3:22])[O:1][CH2:2][CH2:3][CH2:4][NH:5][C:6]([O:7][C:8]([CH3:9])([CH3:11])[CH3:10])=[O:12]. (5) The product is: [NH:28]1[C:36]2[C:31](=[CH:32][CH:33]=[CH:34][CH:35]=2)[C:30](/[CH:37]=[C:8]2\[O:9][C:5]3[C:4](/[CH:13]=[CH:14]/[CH:15]4[CH2:20][CH2:19][N:18]([C:21]([O:23][C:24]([CH3:27])([CH3:26])[CH3:25])=[O:22])[CH2:17][CH2:16]4)=[C:3]([O:2][CH3:1])[CH:12]=[CH:11][C:6]=3[C:7]\2=[O:10])=[N:29]1. Given the reactants [CH3:1][O:2][C:3]1[CH:12]=[CH:11][C:6]2[C:7](=[O:10])[CH2:8][O:9][C:5]=2[C:4]=1/[CH:13]=[CH:14]/[CH:15]1[CH2:20][CH2:19][N:18]([C:21]([O:23][C:24]([CH3:27])([CH3:26])[CH3:25])=[O:22])[CH2:17][CH2:16]1.[NH:28]1[C:36]2[C:31](=[CH:32][CH:33]=[CH:34][CH:35]=2)[C:30]([CH:37]=O)=[N:29]1, predict the reaction product. (6) Given the reactants [CH3:1][CH:2]([CH3:25])[CH2:3][C:4](=[O:24])[CH2:5][CH2:6][CH2:7][N:8]1[C:20]2[C:19]3[CH:18]=[CH:17][CH:16]=[CH:15][C:14]=3[N:13]=[CH:12][C:11]=2[N:10]=[C:9]1[CH2:21][CH2:22][CH3:23].C1C=C(Cl)C=C(C(OO)=[O:34])C=1, predict the reaction product. The product is: [CH3:25][CH:2]([CH3:1])[CH2:3][C:4](=[O:24])[CH2:5][CH2:6][CH2:7][N:8]1[C:20]2[C:19]3[CH:18]=[CH:17][CH:16]=[CH:15][C:14]=3[N+:13]([O-:34])=[CH:12][C:11]=2[N:10]=[C:9]1[CH2:21][CH2:22][CH3:23]. (7) Given the reactants Cl.Cl[C:3]1[NH:7][C:6]2[CH:8]=[C:9]([CH3:13])[C:10]([Cl:12])=[CH:11][C:5]=2[N:4]=1.C(N(CC)C(C)C)(C)C.[NH:23]1[CH2:28][CH2:27][CH:26]([C:29]([O:31][CH2:32][CH3:33])=[O:30])[CH2:25][CH2:24]1, predict the reaction product. The product is: [Cl:12][C:10]1[C:9]([CH3:13])=[CH:8][C:6]2[NH:7][C:3]([N:23]3[CH2:28][CH2:27][CH:26]([C:29]([O:31][CH2:32][CH3:33])=[O:30])[CH2:25][CH2:24]3)=[N:4][C:5]=2[CH:11]=1.